From a dataset of Full USPTO retrosynthesis dataset with 1.9M reactions from patents (1976-2016). Predict the reactants needed to synthesize the given product. (1) Given the product [CH2:29]([O:31][C:32]([C:34]1([C:37]2[CH:42]=[CH:41][C:40]([C:2]3[CH:3]=[CH:4][C:5]([C:8]4[O:12][N:11]=[C:10]([CH3:13])[C:9]=4[CH:14]([OH:28])[CH2:15][O:16][CH2:17][C:18]4[CH:23]=[CH:22][CH:21]=[C:20]([C:24]([F:25])([F:26])[F:27])[CH:19]=4)=[CH:6][CH:7]=3)=[CH:39][CH:38]=2)[CH2:35][CH2:36]1)=[O:33])[CH3:30], predict the reactants needed to synthesize it. The reactants are: Br[C:2]1[CH:7]=[CH:6][C:5]([C:8]2[O:12][N:11]=[C:10]([CH3:13])[C:9]=2[CH:14]([OH:28])[CH2:15][O:16][CH2:17][C:18]2[CH:23]=[CH:22][CH:21]=[C:20]([C:24]([F:27])([F:26])[F:25])[CH:19]=2)=[CH:4][CH:3]=1.[CH2:29]([O:31][C:32]([C:34]1([C:37]2[CH:42]=[CH:41][C:40](B3OC(C)(C)C(C)(C)O3)=[CH:39][CH:38]=2)[CH2:36][CH2:35]1)=[O:33])[CH3:30]. (2) Given the product [F:31][C:4]1[CH:3]=[C:2]([NH:1][C:57]([NH:56][C:54](=[O:55])[CH2:53][C:47]2[CH:48]=[CH:49][CH:50]=[CH:51][CH:52]=2)=[S:58])[CH:30]=[CH:29][C:5]=1[O:6][C:7]1[N:12]=[CH:11][N:10]=[C:9]([NH:13][C:14](=[O:28])[N:15]([CH3:27])[CH:16]2[CH2:17][CH2:18][N:19]([CH:22]3[CH2:23][N:24]([CH3:26])[CH2:25]3)[CH2:20][CH2:21]2)[CH:8]=1, predict the reactants needed to synthesize it. The reactants are: [NH2:1][C:2]1[CH:30]=[CH:29][C:5]([O:6][C:7]2[N:12]=[CH:11][N:10]=[C:9]([NH:13][C:14](=[O:28])[N:15]([CH3:27])[CH:16]3[CH2:21][CH2:20][N:19]([CH:22]4[CH2:25][N:24]([CH3:26])[CH2:23]4)[CH2:18][CH2:17]3)[CH:8]=2)=[C:4]([F:31])[CH:3]=1.[C@]12(CS(O)(=O)=O)C(C)(C)C(CC1)CC2=O.[C:47]1([CH2:53][C:54]([N:56]=[C:57]=[S:58])=[O:55])[CH:52]=[CH:51][CH:50]=[CH:49][CH:48]=1.C(OCC)C. (3) The reactants are: [Cl:1][C:2]1[CH:3]=[C:4]([C:8]2[N:12]=[C:11]([C@H:13]([OH:15])[CH3:14])[O:10][N:9]=2)[CH:5]=[CH:6][CH:7]=1.[CH3:16][N:17]1[C:21](S(C)(=O)=O)=[N:20][N:19]=[C:18]1[C:26]1[CH:31]=[CH:30][N:29]=[CH:28][CH:27]=1.C(=O)([O-])[O-].[Cs+].[Cs+]. Given the product [Cl:1][C:2]1[CH:3]=[C:4]([C:8]2[N:12]=[C:11]([CH:13]([O:15][C:21]3[N:17]([CH3:16])[C:18]([C:26]4[CH:31]=[CH:30][N:29]=[CH:28][CH:27]=4)=[N:19][N:20]=3)[CH3:14])[O:10][N:9]=2)[CH:5]=[CH:6][CH:7]=1, predict the reactants needed to synthesize it. (4) Given the product [CH3:27][NH:26][CH2:25][CH2:24][O:23][C:16]1[C:15]2[C:14]3[C:22]4=[C:10]([O:9][CH2:8][CH:7]([C:1]5[CH:6]=[CH:5][CH:4]=[CH:3][CH:2]=5)[N:21]4[C:20]=2[CH:19]=[CH:18][CH:17]=1)[CH:11]=[CH:12][CH:13]=3, predict the reactants needed to synthesize it. The reactants are: [C:1]1([CH:7]2[N:21]3[C:22]4[C:14]([C:15]5[C:16]([O:23][CH2:24][CH2:25][NH:26][CH:27]=O)=[CH:17][CH:18]=[CH:19][C:20]=53)=[CH:13][CH:12]=[CH:11][C:10]=4[O:9][CH2:8]2)[CH:6]=[CH:5][CH:4]=[CH:3][CH:2]=1.CO.